Dataset: Peptide-MHC class I binding affinity with 185,985 pairs from IEDB/IMGT. Task: Regression. Given a peptide amino acid sequence and an MHC pseudo amino acid sequence, predict their binding affinity value. This is MHC class I binding data. (1) The peptide sequence is RCHDHYLCR. The MHC is HLA-A33:01 with pseudo-sequence HLA-A33:01. The binding affinity (normalized) is 0.0313. (2) The MHC is HLA-B27:05 with pseudo-sequence HLA-B27:05. The binding affinity (normalized) is 0.275. The peptide sequence is RVYYREGR. (3) The peptide sequence is IIVDSQYVM. The MHC is HLA-A68:02 with pseudo-sequence HLA-A68:02. The binding affinity (normalized) is 0.196.